Task: Regression. Given a peptide amino acid sequence and an MHC pseudo amino acid sequence, predict their binding affinity value. This is MHC class I binding data.. Dataset: Peptide-MHC class I binding affinity with 185,985 pairs from IEDB/IMGT (1) The peptide sequence is QVMLLVLCV. The MHC is HLA-A68:02 with pseudo-sequence HLA-A68:02. The binding affinity (normalized) is 0.541. (2) The peptide sequence is KEKGGLDGL. The MHC is HLA-A31:01 with pseudo-sequence HLA-A31:01. The binding affinity (normalized) is 0. (3) The peptide sequence is RSCSYKIGHH. The MHC is HLA-A11:01 with pseudo-sequence HLA-A11:01. The binding affinity (normalized) is 0.0984.